Dataset: Reaction yield outcomes from USPTO patents with 853,638 reactions. Task: Predict the reaction yield, written as a fraction of the theoretical maximum amount of product (1.0 means a 100% yield; for example, 0.34 means a 34% yield). The reactants are [CH3:1][N:2]1[CH:7]=[CH:6][C:5]([C:8]2[C:16]3[C:11](=[CH:12][CH:13]=[C:14]([OH:17])[CH:15]=3)[NH:10][CH:9]=2)=[CH:4][CH2:3]1.[F:18][C:19]1[CH:24]=[CH:23][CH:22]=[C:21]([F:25])[C:20]=1[S:26](Cl)(=[O:28])=[O:27]. The catalyst is CN(C)C=O.[H-].[Na+]. The product is [CH3:1][N:2]1[CH2:3][CH2:4][CH:5]([C:8]2[C:16]3[C:11](=[CH:12][CH:13]=[C:14]([O:17][S:26]([C:20]4[C:21]([F:25])=[CH:22][CH:23]=[CH:24][C:19]=4[F:18])(=[O:28])=[O:27])[CH:15]=3)[NH:10][CH:9]=2)[CH2:6][CH2:7]1. The yield is 0.510.